Dataset: Full USPTO retrosynthesis dataset with 1.9M reactions from patents (1976-2016). Task: Predict the reactants needed to synthesize the given product. (1) Given the product [C:29]1([C:32]2[CH:33]=[CH:34][CH:35]=[CH:36][CH:37]=2)[CH:28]=[CH:27][C:26]([S:23]([N:22]2[CH2:21][CH2:20][S:19][C@H:18]2[C:16]([NH:15][C@H:8]([C:9]2[CH:10]=[CH:11][CH:12]=[CH:13][CH:14]=2)[CH2:7][CH2:6][N:39]([CH2:40][C:41]([O:43][CH3:44])=[O:42])[CH3:38])=[O:17])(=[O:24])=[O:25])=[CH:31][CH:30]=1, predict the reactants needed to synthesize it. The reactants are: CS(O[CH2:6][CH2:7][C@H:8]([NH:15][C:16]([C@H:18]1[N:22]([S:23]([C:26]2[CH:31]=[CH:30][C:29]([C:32]3[CH:37]=[CH:36][CH:35]=[CH:34][CH:33]=3)=[CH:28][CH:27]=2)(=[O:25])=[O:24])[CH2:21][CH2:20][S:19]1)=[O:17])[C:9]1[CH:14]=[CH:13][CH:12]=[CH:11][CH:10]=1)(=O)=O.[CH3:38][NH:39][CH2:40][C:41]([O:43][CH3:44])=[O:42]. (2) Given the product [CH2:18]([Ge:20]([CH2:23][CH3:24])([C:17]1([C:16]2[CH:6]=[CH:1][CH:2]=[CH:14][CH:15]=2)[S:12][CH2:11][CH2:10][CH2:9][S:8]1)[C:7]1([C:1]2[CH:2]=[CH:3][CH:4]=[CH:5][CH:6]=2)[S:8][CH2:9][CH2:10][CH2:11][S:12]1)[CH3:19], predict the reactants needed to synthesize it. The reactants are: [C:1]1([CH:7]2[S:12][CH2:11][CH2:10][CH2:9][S:8]2)[CH:6]=[CH:5][CH:4]=[CH:3][CH:2]=1.[Li][CH2:14][CH2:15][CH2:16][CH3:17].[CH2:18]([Ge:20]([CH2:23][CH3:24])(Cl)Cl)[CH3:19]. (3) The reactants are: [Cl:1][C:2]1[N:7]=[CH:6][C:5]([C:8](OC)=[O:9])=[C:4]([C:12]([F:15])([F:14])[F:13])[CH:3]=1.[H-].[H-].[H-].[H-].[Li+].[Al+3].[NH4+].[Cl-].[BH4-].[Na+]. Given the product [Cl:1][C:2]1[N:7]=[CH:6][C:5]([CH2:8][OH:9])=[C:4]([C:12]([F:15])([F:13])[F:14])[CH:3]=1, predict the reactants needed to synthesize it. (4) Given the product [C:14]([C:6]1[C:7]([C:9]2[S:10][CH:11]=[CH:12][CH:13]=2)=[N:8][C:3]([NH:2][CH3:1])=[N:4][CH:5]=1)#[CH:15], predict the reactants needed to synthesize it. The reactants are: [CH3:1][NH:2][C:3]1[N:8]=[C:7]([C:9]2[S:10][CH:11]=[CH:12][CH:13]=2)[C:6]([C:14]#[C:15][Si](C)(C)C)=[CH:5][N:4]=1.C(=O)([O-])[O-].[K+].[K+].